Regression. Given a peptide amino acid sequence and an MHC pseudo amino acid sequence, predict their binding affinity value. This is MHC class I binding data. From a dataset of Peptide-MHC class I binding affinity with 185,985 pairs from IEDB/IMGT. (1) The peptide sequence is VVKKLSVIR. The MHC is HLA-A02:02 with pseudo-sequence HLA-A02:02. The binding affinity (normalized) is 0.0397. (2) The peptide sequence is IQKNPDGSW. The MHC is HLA-B39:01 with pseudo-sequence HLA-B39:01. The binding affinity (normalized) is 0.0847. (3) The peptide sequence is WASRELERF. The MHC is HLA-A29:02 with pseudo-sequence HLA-A29:02. The binding affinity (normalized) is 0. (4) The peptide sequence is QLLDVKLAL. The MHC is HLA-A02:06 with pseudo-sequence HLA-A02:06. The binding affinity (normalized) is 0.871. (5) The peptide sequence is RVMPVFAFK. The MHC is HLA-C04:01 with pseudo-sequence HLA-C04:01. The binding affinity (normalized) is 0.213. (6) The peptide sequence is RAARALSYI. The MHC is H-2-Kb with pseudo-sequence H-2-Kb. The binding affinity (normalized) is 0.146. (7) The peptide sequence is NPMVIVNAA. The MHC is HLA-B53:01 with pseudo-sequence HLA-B53:01. The binding affinity (normalized) is 0.416. (8) The peptide sequence is ATTTSPQNH. The MHC is HLA-A11:01 with pseudo-sequence HLA-A11:01. The binding affinity (normalized) is 0.302. (9) The peptide sequence is IHYAGWVSL. The MHC is HLA-B44:02 with pseudo-sequence HLA-B44:02. The binding affinity (normalized) is 0.0847. (10) The peptide sequence is GKLDPTNTL. The MHC is HLA-B07:02 with pseudo-sequence HLA-B07:02. The binding affinity (normalized) is 0.0847.